From a dataset of Reaction yield outcomes from USPTO patents with 853,638 reactions. Predict the reaction yield, written as a fraction of the theoretical maximum amount of product (1.0 means a 100% yield; for example, 0.34 means a 34% yield). (1) The reactants are [C:1]([C:5]1C=C[C:8](C2C=CC=C(C3N=C(C)C4C(C=3)=CC([O:27]C)=C(OC)C=4)C=2)=[CH:7][CH:6]=1)(C)(C)[CH3:2].[O:32]1[CH2:37][CH2:36]O[CH2:34][CH2:33]1. No catalyst specified. The product is [CH3:34][CH2:33][O:32][C:37]([CH3:36])=[O:27].[CH3:2][CH2:1][CH2:5][CH2:6][CH2:7][CH3:8]. The yield is 0.770. (2) The reactants are [CH2:1]([O:3][C:4]([C:6]1([C:9]2[CH:14]=[CH:13][C:12]([C:15]3[CH:20]=[CH:19][C:18]([C:21]4[S:22][CH:23]=[CH:24][C:25]=4[NH:26][C:27]([O:29][CH:30]([C:32]4[CH:37]=[CH:36][CH:35]=[CH:34][C:33]=4[Cl:38])[CH3:31])=[O:28])=[CH:17][CH:16]=3)=[CH:11][CH:10]=2)[CH2:8][CH2:7]1)=[O:5])[CH3:2].[Cl:39]N1C(=O)CCC1=O.C1(C)C=CC=CC=1.O. The catalyst is CN(C)C=O. The product is [CH2:1]([O:3][C:4]([C:6]1([C:9]2[CH:10]=[CH:11][C:12]([C:15]3[CH:20]=[CH:19][C:18]([C:21]4[S:22][C:23]([Cl:39])=[CH:24][C:25]=4[NH:26][C:27]([O:29][CH:30]([C:32]4[CH:37]=[CH:36][CH:35]=[CH:34][C:33]=4[Cl:38])[CH3:31])=[O:28])=[CH:17][CH:16]=3)=[CH:13][CH:14]=2)[CH2:7][CH2:8]1)=[O:5])[CH3:2]. The yield is 0.930. (3) The reactants are [H-].[Na+].[CH3:3][O:4][C:5]1[CH:13]=[C:12]2[C:8]([C:9]([C:15]#[N:16])=[C:10]([CH3:14])[NH:11]2)=[CH:7][CH:6]=1.[CH2:17](I)[CH3:18]. The catalyst is CN(C=O)C. The product is [CH2:17]([N:11]1[C:12]2[C:8](=[CH:7][CH:6]=[C:5]([O:4][CH3:3])[CH:13]=2)[C:9]([C:15]#[N:16])=[C:10]1[CH3:14])[CH3:18]. The yield is 0.920. (4) The reactants are Cl[C:2]1[C:7]([C:8]([O:10][CH2:11][CH3:12])=[O:9])=[CH:6][N:5]=[C:4]([S:13][CH3:14])[N:3]=1.[CH3:15][NH2:16]. The catalyst is CCO. The product is [CH3:15][NH:16][C:2]1[C:7]([C:8]([O:10][CH2:11][CH3:12])=[O:9])=[CH:6][N:5]=[C:4]([S:13][CH3:14])[N:3]=1. The yield is 0.880. (5) The reactants are [CH2:1]([O:3][C:4]1([C:7]2[CH:23]=[CH:22][C:10]([O:11][Si](C(C)C)(C(C)C)C(C)C)=[CH:9][C:8]=2[C:24]([CH3:27])([CH3:26])[CH3:25])[CH2:6][CH2:5]1)[CH3:2].[F-].C([N+](CCCC)(CCCC)CCCC)CCC. The catalyst is C1COCC1. The product is [CH2:1]([O:3][C:4]1([C:7]2[CH:23]=[CH:22][C:10]([OH:11])=[CH:9][C:8]=2[C:24]([CH3:25])([CH3:27])[CH3:26])[CH2:6][CH2:5]1)[CH3:2]. The yield is 0.880. (6) The reactants are [Cl:1][C:2]1[N:7]=[N:6][C:5]([C:8](OCC)=[O:9])=[C:4]([NH:13][C:14]2[C:22]3[N:21]=[CH:20][N:19]([CH3:23])[C:18]=3[CH:17]=[CH:16][CH:15]=2)[CH:3]=1.[NH3:24]. No catalyst specified. The product is [Cl:1][C:2]1[N:7]=[N:6][C:5]([C:8]([NH2:24])=[O:9])=[C:4]([NH:13][C:14]2[C:22]3[N:21]=[CH:20][N:19]([CH3:23])[C:18]=3[CH:17]=[CH:16][CH:15]=2)[CH:3]=1. The yield is 1.00.